This data is from Full USPTO retrosynthesis dataset with 1.9M reactions from patents (1976-2016). The task is: Predict the reactants needed to synthesize the given product. (1) Given the product [NH:1]1[C:5]2=[N:1][CH:5]=[CH:4][CH:3]=[C:4]2[C:3]([C:10]([OH:12])=[O:11])=[N:2]1, predict the reactants needed to synthesize it. The reactants are: [NH:1]1[C:5]2C=CC=N[C:4]=2[C:3]([C:10]([O:12]C(C)(C)C)=[O:11])=[N:2]1. (2) The reactants are: [Br:1][C:2]1[CH:7]=[CH:6][C:5](Br)=[CH:4][CH:3]=1.[Li]CCCC.[Br:14][C:15]1[CH:16]=[CH:17][C:18]([O:23][CH3:24])=[C:19]([CH:22]=1)[CH:20]=[O:21]. Given the product [Br:14][C:15]1[CH:16]=[CH:17][C:18]([O:23][CH3:24])=[C:19]([CH:20]([C:5]2[CH:6]=[CH:7][C:2]([Br:1])=[CH:3][CH:4]=2)[OH:21])[CH:22]=1, predict the reactants needed to synthesize it. (3) Given the product [CH:20]([Si:4]([CH:1]([CH3:3])[CH3:2])([CH:17]([CH3:19])[CH3:18])[O:5][C:6]1[CH:11]=[CH:10][C:9]([C:12]2[Se:13][C:14]([CH:28]=[O:29])=[CH:15][CH:16]=2)=[CH:8][CH:7]=1)([CH3:22])[CH3:21], predict the reactants needed to synthesize it. The reactants are: [CH:1]([Si:4]([CH:20]([CH3:22])[CH3:21])([CH:17]([CH3:19])[CH3:18])[O:5][C:6]1[CH:11]=[CH:10][C:9]([C:12]2[Se:13][CH:14]=[CH:15][CH:16]=2)=[CH:8][CH:7]=1)([CH3:3])[CH3:2].[Li]CCCC.[CH:28](N1CCOCC1)=[O:29].Cl. (4) Given the product [F:1][C:2]1[CH:23]=[CH:22][CH:21]=[CH:20][C:3]=1[CH2:4][N:5]1[C:14](=[O:15])[C:13]2[C:8](=[CH:9][C:10]([C:16]([OH:18])=[O:17])=[CH:11][CH:12]=2)[N:7]=[CH:6]1, predict the reactants needed to synthesize it. The reactants are: [F:1][C:2]1[CH:23]=[CH:22][CH:21]=[CH:20][C:3]=1[CH2:4][N:5]1[C:14](=[O:15])[C:13]2[C:8](=[CH:9][C:10]([C:16]([O:18]C)=[O:17])=[CH:11][CH:12]=2)[N:7]=[CH:6]1.O[Li].O. (5) The reactants are: [CH2:1]([N:3]([CH2:6][C:7]([N:9]1[C:17]2[C:12](=[CH:13][C:14]([O:19][CH3:20])=[C:15]([NH2:18])[CH:16]=2)[CH2:11][CH2:10]1)=[O:8])[CH2:4][CH3:5])[CH3:2].Cl[C:22]1[N:23]=[C:24]([NH:41][C:42]2[CH:50]=[CH:49][CH:48]=[C:47]([F:51])[C:43]=2[C:44]([NH2:46])=[O:45])[C:25]2[CH:30]=[CH:29][N:28](S(C3C=CC(C)=CC=3)(=O)=O)[C:26]=2[N:27]=1.Cl.O1CCOCC1.[NH4+].[OH-].C[O-].[Na+]. Given the product [CH2:1]([N:3]([CH2:4][CH3:5])[CH2:6][C:7]([N:9]1[C:17]2[C:12](=[CH:13][C:14]([O:19][CH3:20])=[C:15]([NH:18][C:22]3[NH:27][C:26]4=[N:28][CH:29]=[CH:30][C:25]4=[C:24]([NH:41][C:42]4[CH:50]=[CH:49][CH:48]=[C:47]([F:51])[C:43]=4[C:44]([NH2:46])=[O:45])[N:23]=3)[CH:16]=2)[CH2:11][CH2:10]1)=[O:8])[CH3:2], predict the reactants needed to synthesize it. (6) Given the product [C:1]([CH:3]1[CH2:6][N:5]([C:7](=[O:41])[C@H:8]([NH:10][C:11]([C:13]2[C:21]3[C:16](=[N:17][CH:18]=[C:19]([C:22]4[C:30]5[C:25](=[CH:26][C:27]([Cl:31])=[CH:28][CH:29]=5)[N:24]([CH3:32])[CH:23]=4)[N:20]=3)[NH:15][CH:14]=2)=[O:12])[CH3:9])[CH2:4]1)#[N:2], predict the reactants needed to synthesize it. The reactants are: [C:1]([CH:3]1[CH2:6][N:5]([C:7](=[O:41])[C@H:8]([NH:10][C:11]([C:13]2[C:21]3[C:16](=[N:17][CH:18]=[C:19]([C:22]4[C:30]5[C:25](=[CH:26][C:27]([Cl:31])=[CH:28][CH:29]=5)[N:24]([CH3:32])[CH:23]=4)[N:20]=3)[N:15](COCC[Si](C)(C)C)[CH:14]=2)=[O:12])[CH3:9])[CH2:4]1)#[N:2].FC(F)(F)C(O)=O.C(N)CN.